Dataset: Catalyst prediction with 721,799 reactions and 888 catalyst types from USPTO. Task: Predict which catalyst facilitates the given reaction. (1) Reactant: [CH2:1]([O:3][C:4](=[O:16])[CH:5]([C:7]1[CH:8]=[N:9][C:10]([NH2:15])=[C:11]([O:13][CH3:14])[CH:12]=1)[CH3:6])[CH3:2].C(N(CC)CC)C.[CH3:24][S:25](Cl)(=[O:27])=[O:26]. Product: [CH2:1]([O:3][C:4](=[O:16])[CH:5]([C:7]1[CH:8]=[N:9][C:10]([NH:15][S:25]([CH3:24])(=[O:27])=[O:26])=[C:11]([O:13][CH3:14])[CH:12]=1)[CH3:6])[CH3:2]. The catalyst class is: 7. (2) Product: [Cl:1][C:2]1[N:3]=[C:4]([C:10]([F:13])([F:11])[F:12])[CH:5]=[CH:6][C:7]=1[CH:8]=[O:9]. The catalyst class is: 4. Reactant: [Cl:1][C:2]1[C:7]([CH2:8][OH:9])=[CH:6][CH:5]=[C:4]([C:10]([F:13])([F:12])[F:11])[N:3]=1.[Cr](Cl)([O-])(=O)=O.[NH+]1C=CC=CC=1. (3) Reactant: [Si:1](Cl)([C:4]([CH3:7])([CH3:6])[CH3:5])([CH3:3])[CH3:2].N1C=CN=C1.[CH2:14]([N:21]1[C:29]2[C:24](=[N:25][C:26]([Cl:30])=[CH:27][CH:28]=2)[CH:23]=[C:22]1[CH2:31][OH:32])[C:15]1[CH:20]=[CH:19][CH:18]=[CH:17][CH:16]=1. Product: [CH2:14]([N:21]1[C:29]2[C:24](=[N:25][C:26]([Cl:30])=[CH:27][CH:28]=2)[CH:23]=[C:22]1[CH2:31][O:32][Si:1]([C:4]([CH3:7])([CH3:6])[CH3:5])([CH3:3])[CH3:2])[C:15]1[CH:16]=[CH:17][CH:18]=[CH:19][CH:20]=1. The catalyst class is: 2. (4) Reactant: [CH:1]([N:4]1[C:8]([C:9]2[CH2:14][O:13][CH2:12][CH2:11][C:10]=2[C:15](OCC)=[O:16])=[CH:7][CH:6]=[N:5]1)([CH3:3])[CH3:2].[H-].[H-].[H-].[H-].[Li+].[Al+3]. Product: [CH:1]([N:4]1[C:8]([C:9]2[CH2:14][O:13][CH2:12][CH2:11][C:10]=2[CH2:15][OH:16])=[CH:7][CH:6]=[N:5]1)([CH3:3])[CH3:2]. The catalyst class is: 1. (5) Reactant: N[C@H:2]([C:13](O)=O)[CH2:3][C:4]1[C:12]2[C:7](=[CH:8][CH:9]=[CH:10][CH:11]=2)N[CH:5]=1.CN1[C:21](=O)[CH2:20][CH2:19][CH2:18]1. Product: [CH:3]1[C:4]2=[C:12]3[C:7]([C:18]4[C:13]5[C:2](=[CH:3][CH:4]=[CH:5][C:5]2=5)[CH:21]=[CH:20][CH:19]=4)=[CH:8][CH:9]=[CH:10][C:11]3=[CH:13][CH:2]=1. The catalyst class is: 6. (6) Reactant: F[C:2]1[C:3]2[C:4]3[N:31]=[CH:30][C:29]([C:32]4[N:36]([CH3:37])[N:35]=[N:34][C:33]=4[CH3:38])=[CH:28][C:5]=3[N:6]([C@@H:15]([CH:22]3[CH2:27][CH2:26][O:25][CH2:24][CH2:23]3)[C:16]3[CH:21]=[CH:20][CH:19]=[CH:18][CH:17]=3)[C:7]=2[C:8]([S:11]([CH3:14])(=[O:13])=[O:12])=[CH:9][CH:10]=1.C[O-].[Na+].C(O)(=O)C[C:44](CC(O)=O)(C(O)=O)[OH:45]. Product: [CH3:14][S:11]([C:8]1[C:7]2[N:6]([C@@H:15]([CH:22]3[CH2:23][CH2:24][O:25][CH2:26][CH2:27]3)[C:16]3[CH:17]=[CH:18][CH:19]=[CH:20][CH:21]=3)[C:5]3[CH:28]=[C:29]([C:32]4[N:36]([CH3:37])[N:35]=[N:34][C:33]=4[CH3:38])[CH:30]=[N:31][C:4]=3[C:3]=2[C:2]([O:45][CH3:44])=[CH:10][CH:9]=1)(=[O:13])=[O:12]. The catalyst class is: 58.